Dataset: Full USPTO retrosynthesis dataset with 1.9M reactions from patents (1976-2016). Task: Predict the reactants needed to synthesize the given product. Given the product [C:1]([C:3]1[C:4]([N:21]2[CH2:26][CH2:25][CH:24]([C:27](=[O:28])[NH:42][S:39]([CH2:38][C:32]3[CH:33]=[CH:34][C:35]([F:37])=[CH:36][C:31]=3[F:30])(=[O:40])=[O:41])[CH2:23][CH2:22]2)=[N:5][C:6]([CH2:14][N:15]2[CH2:19][CH2:18][CH2:17][C:16]2=[O:20])=[C:7]([CH:8]=1)[C:9]([O:11][CH2:12][CH3:13])=[O:10])#[N:2], predict the reactants needed to synthesize it. The reactants are: [C:1]([C:3]1[C:4]([N:21]2[CH2:26][CH2:25][CH:24]([C:27](O)=[O:28])[CH2:23][CH2:22]2)=[N:5][C:6]([CH2:14][N:15]2[CH2:19][CH2:18][CH2:17][C:16]2=[O:20])=[C:7]([C:9]([O:11][CH2:12][CH3:13])=[O:10])[CH:8]=1)#[N:2].[F:30][C:31]1[CH:36]=[C:35]([F:37])[CH:34]=[CH:33][C:32]=1[CH2:38][S:39]([NH2:42])(=[O:41])=[O:40].